Dataset: Catalyst prediction with 721,799 reactions and 888 catalyst types from USPTO. Task: Predict which catalyst facilitates the given reaction. (1) Reactant: [Li]CCCC.CCCCCC.Br[C:13]1[C:26]2[C:27]3=[C:28]4[C:23](=[CH:24][CH:25]=2)[CH:22]=[CH:21][CH:20]=[C:19]4[CH:18]=[CH:17][C:16]3=[CH:15][CH:14]=1.[B:29](OC)([O:32]C)[O:30]C.Cl. Product: [C:13]1([B:29]([OH:32])[OH:30])[C:26]2[C:27]3=[C:28]4[C:23](=[CH:24][CH:25]=2)[CH:22]=[CH:21][CH:20]=[C:19]4[CH:18]=[CH:17][C:16]3=[CH:15][CH:14]=1. The catalyst class is: 7. (2) Reactant: I[C:2]1[C:10]2[C:5](=[CH:6][C:7]([CH:11]3[C:13]4([C:21]5[C:16](=[CH:17][CH:18]=[C:19]([NH:22]C(=O)OC(C)(C)C)[CH:20]=5)[NH:15][C:14]4=[O:30])[CH2:12]3)=[CH:8][CH:9]=2)[NH:4][N:3]=1.[CH3:31][N:32]1[CH2:37][CH2:36][N:35]([C:38]2[CH:43]=[CH:42][C:41](B3OC(C)(C)C(C)(C)O3)=[CH:40][CH:39]=2)[CH2:34][CH2:33]1.C(O)(C(F)(F)F)=O. Product: [NH2:22][C:19]1[CH:20]=[C:21]2[C:16](=[CH:17][CH:18]=1)[NH:15][C:14](=[O:30])[C@:13]12[CH2:12][C@H:11]1[C:7]1[CH:6]=[C:5]2[C:10]([C:2]([C:41]3[CH:40]=[CH:39][C:38]([N:35]4[CH2:34][CH2:33][N:32]([CH3:31])[CH2:37][CH2:36]4)=[CH:43][CH:42]=3)=[N:3][NH:4]2)=[CH:9][CH:8]=1. The catalyst class is: 2. (3) Product: [CH3:17][C:12]1([CH3:18])[C:13]([CH3:16])([CH3:15])[O:14][B:10]([C:7]2[CH:8]=[CH:9][C:4]([NH:1][C:2](=[O:3])[NH:20][CH2:21][C:22]([NH2:24])=[O:23])=[CH:5][CH:6]=2)[O:11]1. Reactant: [N:1]([C:4]1[CH:9]=[CH:8][C:7]([B:10]2[O:14][C:13]([CH3:16])([CH3:15])[C:12]([CH3:18])([CH3:17])[O:11]2)=[CH:6][CH:5]=1)=[C:2]=[O:3].Cl.[NH2:20][CH2:21][C:22]([NH2:24])=[O:23].C(N(CC)CC)C. The catalyst class is: 1. (4) Reactant: [NH2:1][C@H:2]1[CH2:7][CH2:6][CH2:5][CH2:4][C@@H:3]1[NH2:8].CN(C)/[CH:11]=[C:12](/[C:18](=[O:27])[C:19]1[CH:24]=[C:23]([I:25])[CH:22]=[CH:21][C:20]=1F)\[C:13]([O:15][CH2:16][CH3:17])=[O:14].C(=O)([O-])[O-].[K+].[K+]. Product: [NH2:1][C@H:2]1[CH2:7][CH2:6][CH2:5][CH2:4][C@@H:3]1[N:8]1[C:20]2[C:19](=[CH:24][C:23]([I:25])=[CH:22][CH:21]=2)[C:18](=[O:27])[C:12]([C:13]([O:15][CH2:16][CH3:17])=[O:14])=[CH:11]1. The catalyst class is: 6.